This data is from NCI-60 drug combinations with 297,098 pairs across 59 cell lines. The task is: Regression. Given two drug SMILES strings and cell line genomic features, predict the synergy score measuring deviation from expected non-interaction effect. (1) Drug 1: CC(CN1CC(=O)NC(=O)C1)N2CC(=O)NC(=O)C2. Drug 2: C1=CC(=CC=C1C#N)C(C2=CC=C(C=C2)C#N)N3C=NC=N3. Cell line: MCF7. Synergy scores: CSS=10.7, Synergy_ZIP=-4.89, Synergy_Bliss=-2.59, Synergy_Loewe=-2.07, Synergy_HSA=-1.85. (2) Drug 1: C1=CC(=CC=C1CCC2=CNC3=C2C(=O)NC(=N3)N)C(=O)NC(CCC(=O)O)C(=O)O. Drug 2: C1=CC=C(C=C1)NC(=O)CCCCCCC(=O)NO. Cell line: HL-60(TB). Synergy scores: CSS=33.1, Synergy_ZIP=-0.0947, Synergy_Bliss=-5.12, Synergy_Loewe=-9.17, Synergy_HSA=-2.31. (3) Drug 1: CC1CCC2CC(C(=CC=CC=CC(CC(C(=O)C(C(C(=CC(C(=O)CC(OC(=O)C3CCCCN3C(=O)C(=O)C1(O2)O)C(C)CC4CCC(C(C4)OC)O)C)C)O)OC)C)C)C)OC. Drug 2: CC1C(C(CC(O1)OC2CC(CC3=C2C(=C4C(=C3O)C(=O)C5=CC=CC=C5C4=O)O)(C(=O)C)O)N)O. Cell line: MCF7. Synergy scores: CSS=51.7, Synergy_ZIP=11.6, Synergy_Bliss=13.3, Synergy_Loewe=11.2, Synergy_HSA=15.7. (4) Drug 1: C1=NC(=NC(=O)N1C2C(C(C(O2)CO)O)O)N. Drug 2: CN1C2=C(C=C(C=C2)N(CCCl)CCCl)N=C1CCCC(=O)O.Cl. Cell line: CAKI-1. Synergy scores: CSS=9.81, Synergy_ZIP=3.96, Synergy_Bliss=7.46, Synergy_Loewe=-26.3, Synergy_HSA=3.28. (5) Drug 1: CC1C(C(=O)NC(C(=O)N2CCCC2C(=O)N(CC(=O)N(C(C(=O)O1)C(C)C)C)C)C(C)C)NC(=O)C3=C4C(=C(C=C3)C)OC5=C(C(=O)C(=C(C5=N4)C(=O)NC6C(OC(=O)C(N(C(=O)CN(C(=O)C7CCCN7C(=O)C(NC6=O)C(C)C)C)C)C(C)C)C)N)C. Drug 2: C1=NNC2=C1C(=O)NC=N2. Cell line: SR. Synergy scores: CSS=51.0, Synergy_ZIP=-3.14, Synergy_Bliss=-6.28, Synergy_Loewe=-44.3, Synergy_HSA=-7.06. (6) Drug 1: CN(C)N=NC1=C(NC=N1)C(=O)N. Drug 2: CC1CCC2CC(C(=CC=CC=CC(CC(C(=O)C(C(C(=CC(C(=O)CC(OC(=O)C3CCCCN3C(=O)C(=O)C1(O2)O)C(C)CC4CCC(C(C4)OC)OCCO)C)C)O)OC)C)C)C)OC. Cell line: CCRF-CEM. Synergy scores: CSS=36.7, Synergy_ZIP=-0.465, Synergy_Bliss=-0.376, Synergy_Loewe=4.04, Synergy_HSA=6.48. (7) Drug 1: C1CCC(C1)C(CC#N)N2C=C(C=N2)C3=C4C=CNC4=NC=N3. Drug 2: CC1=CC=C(C=C1)C2=CC(=NN2C3=CC=C(C=C3)S(=O)(=O)N)C(F)(F)F. Cell line: HS 578T. Synergy scores: CSS=7.38, Synergy_ZIP=4.47, Synergy_Bliss=11.4, Synergy_Loewe=4.36, Synergy_HSA=5.16.